This data is from Reaction yield outcomes from USPTO patents with 853,638 reactions. The task is: Predict the reaction yield, written as a fraction of the theoretical maximum amount of product (1.0 means a 100% yield; for example, 0.34 means a 34% yield). (1) The reactants are [CH:1]([O:4][C:5]1[CH:6]=[C:7](/[CH:11]=[CH:12]/[CH2:13][C@H:14]([OH:16])[CH3:15])[CH:8]=[N:9][CH:10]=1)([CH3:3])[CH3:2].[C:17]1([CH3:27])[CH:22]=[CH:21][C:20]([S:23](Cl)(=[O:25])=[O:24])=[CH:19][CH:18]=1. The catalyst is N1C=CC=CC=1. The product is [C:17]1([CH3:27])[CH:22]=[CH:21][C:20]([S:23]([O:16][C@@H:14]([CH2:13]/[CH:12]=[CH:11]/[C:7]2[CH:8]=[N:9][CH:10]=[C:5]([O:4][CH:1]([CH3:3])[CH3:2])[CH:6]=2)[CH3:15])(=[O:25])=[O:24])=[CH:19][CH:18]=1. The yield is 0.815. (2) The reactants are N1(C(N2C=CN=C2)=O)C=CN=C1.NC1C2C(=NC=C(Br)C=2N2CCC[C@@H](NC(=O)OC(C)(C)C)C2)NC=1.N1CCC1.[Br:42][C:43]1[C:44]([N:60]2[CH2:65][CH2:64][CH2:63][C@@H:62]([NH:66][C:67](=[O:73])[O:68][C:69]([CH3:72])([CH3:71])[CH3:70])[CH2:61]2)=[C:45]2[C:51]([NH:52][C:53]([N:55]3[CH:59]=[CH:58]N=[CH:56]3)=[O:54])=[CH:50][NH:49][C:46]2=[N:47][CH:48]=1. The catalyst is C1COCC1. The product is [N:55]1([C:53]([NH:52][C:51]2[C:45]3[C:46](=[N:47][CH:48]=[C:43]([Br:42])[C:44]=3[N:60]3[CH2:65][CH2:64][CH2:63][C@@H:62]([NH:66][C:67](=[O:73])[O:68][C:69]([CH3:71])([CH3:70])[CH3:72])[CH2:61]3)[NH:49][CH:50]=2)=[O:54])[CH2:59][CH2:58][CH2:56]1. The yield is 0.460. (3) The reactants are [F:1][C:2]1[CH:22]=[C:21]([S:23]([CH3:26])(=[O:25])=[O:24])[CH:20]=[CH:19][C:3]=1[O:4][C:5]1[C:10]([CH3:11])=[C:9]([O:12][CH:13]2[CH2:18][CH2:17][NH:16][CH2:15][CH2:14]2)[N:8]=[CH:7][N:6]=1.[CH2:27]([O:29][CH2:30][C:31](O)=[O:32])[CH3:28].CN(C(ON1N=NC2C=CC=NC1=2)=[N+](C)C)C.F[P-](F)(F)(F)(F)F. The catalyst is C1COCC1. The product is [CH2:27]([O:29][CH2:30][C:31]([N:16]1[CH2:17][CH2:18][CH:13]([O:12][C:9]2[C:10]([CH3:11])=[C:5]([O:4][C:3]3[CH:19]=[CH:20][C:21]([S:23]([CH3:26])(=[O:24])=[O:25])=[CH:22][C:2]=3[F:1])[N:6]=[CH:7][N:8]=2)[CH2:14][CH2:15]1)=[O:32])[CH3:28]. The yield is 0.590. (4) The reactants are [NH2:1][C:2]1[C:11]2[C:6](=[C:7](Br)[CH:8]=[CH:9][CH:10]=2)[N:5]=[N:4][C:3]=1[C:13]([NH:15][CH2:16][CH2:17][CH3:18])=[O:14].[CH3:19][S:20]([C:23]1[CH:24]=[C:25](B(O)O)[CH:26]=[CH:27][CH:28]=1)(=[O:22])=[O:21]. No catalyst specified. The product is [NH2:1][C:2]1[C:11]2[C:6](=[C:7]([C:27]3[CH:26]=[CH:25][CH:24]=[C:23]([S:20]([CH3:19])(=[O:22])=[O:21])[CH:28]=3)[CH:8]=[CH:9][CH:10]=2)[N:5]=[N:4][C:3]=1[C:13]([NH:15][CH2:16][CH2:17][CH3:18])=[O:14]. The yield is 0.830. (5) The reactants are [CH3:1][O:2][C:3]1[CH:27]=[CH:26][C:6]([CH2:7][N:8]2[CH:12]=[C:11](B3OC(C)(C)C(C)(C)O3)[C:10]([CH:22]([OH:25])[CH:23]=[CH2:24])=[N:9]2)=[CH:5][CH:4]=1.[C:28]([O:32][C:33](=[O:43])[NH:34][C:35]1[S:36][C:37]([CH:41]=[O:42])=[C:38](Br)[N:39]=1)([CH3:31])([CH3:30])[CH3:29].[O-]P([O-])([O-])=O.[K+].[K+].[K+]. The catalyst is CN(C=O)C.O. The product is [C:28]([O:32][C:33](=[O:43])[NH:34][C:35]1[S:36][C:37]([CH:41]=[O:42])=[C:38]([C:11]2[C:10]([CH:22]([OH:25])[CH:23]=[CH2:24])=[N:9][N:8]([CH2:7][C:6]3[CH:5]=[CH:4][C:3]([O:2][CH3:1])=[CH:27][CH:26]=3)[CH:12]=2)[N:39]=1)([CH3:31])([CH3:29])[CH3:30]. The yield is 0.230. (6) The reactants are [I:1][C:2]1[CH:7]=[CH:6][C:5]([NH:8][C:9]2[CH:17]=[N:16][CH:15]=[CH:14][C:10]=2[C:11]([OH:13])=O)=[C:4]([CH3:18])[CH:3]=1.CCN(C(C)C)C(C)C.Cl.[CH2:29]([O:31][NH2:32])[CH3:30]. The catalyst is CN(C=O)C. The product is [CH2:29]([O:31][NH:32][C:11](=[O:13])[C:10]1[CH:14]=[CH:15][N:16]=[CH:17][C:9]=1[NH:8][C:5]1[CH:6]=[CH:7][C:2]([I:1])=[CH:3][C:4]=1[CH3:18])[CH3:30]. The yield is 0.530. (7) The reactants are C(O)(=O)C.[N+:5]([C:8]1[CH:9]=[C:10]([N:14]2[C:18]([C:19]3[CH:24]=[CH:23][CH:22]=[CH:21][CH:20]=3)=[CH:17][C:16]([C:25]([F:28])([F:27])[F:26])=[N:15]2)[CH:11]=[CH:12][CH:13]=1)([O-])=O. The catalyst is [Pd].C(O)C. The product is [NH2:5][C:8]1[CH:9]=[C:10]([N:14]2[C:18]([C:19]3[CH:24]=[CH:23][CH:22]=[CH:21][CH:20]=3)=[CH:17][C:16]([C:25]([F:28])([F:27])[F:26])=[N:15]2)[CH:11]=[CH:12][CH:13]=1. The yield is 0.914. (8) The reactants are [NH2:1][C:2]1[N:7]=[C:6]([C:8]2[NH:12][C:11]([C:13]3[CH:18]=[C:17]([Cl:19])[CH:16]=[CH:15][C:14]=3[CH2:20][CH3:21])=[C:10]([C:22]([O:24][CH2:25][CH3:26])=[O:23])[CH:9]=2)[CH:5]=[CH:4][N:3]=1.[Br:27]N1C(=O)CCC1=O.O. The catalyst is CN(C=O)C. The product is [NH2:1][C:2]1[N:7]=[C:6]([C:8]2[NH:12][C:11]([C:13]3[CH:18]=[C:17]([Cl:19])[CH:16]=[CH:15][C:14]=3[CH2:20][CH3:21])=[C:10]([C:22]([O:24][CH2:25][CH3:26])=[O:23])[CH:9]=2)[C:5]([Br:27])=[CH:4][N:3]=1. The yield is 0.770. (9) The catalyst is Cl[Pd](Cl)([P](C1C=CC=CC=1)(C1C=CC=CC=1)C1C=CC=CC=1)[P](C1C=CC=CC=1)(C1C=CC=CC=1)C1C=CC=CC=1.O. The reactants are O1CCOCC1.Br[C:8]1[C:12]([CH3:14])([CH3:13])[O:11]/[C:10](=[C:15]2/[C:16](=[O:26])[NH:17][C:18]3[C:23]/2=[CH:22][C:21]([F:24])=[C:20]([F:25])[CH:19]=3)/[CH:9]=1.[F:27][C:28]1[N:33]=[CH:32][C:31](B(O)O)=[CH:30][CH:29]=1.C([O-])([O-])=O.[Na+].[Na+]. The yield is 0.380. The product is [F:24][C:21]1[CH:22]=[C:23]2[C:18](=[CH:19][C:20]=1[F:25])[NH:17][C:16](=[O:26])/[C:15]/2=[C:10]1/[O:11][C:12]([CH3:14])([CH3:13])[C:8]([C:31]2[CH:32]=[N:33][C:28]([F:27])=[CH:29][CH:30]=2)=[CH:9]/1. (10) The reactants are CC1(C)C2C(=C(P(C3C=CC=CC=3)C3C=CC=CC=3)C=CC=2)OC2C(P(C3C=CC=CC=3)C3C=CC=CC=3)=CC=CC1=2.[CH:43]1([SH:48])[CH2:47][CH2:46][CH2:45][CH2:44]1.Br[C:50]1[C:55](=[O:56])[NH:54][CH:53]=[C:52]([C:57]([NH:59][C:60]2[CH:65]=[C:64]([F:66])[C:63]([F:67])=[C:62]([F:68])[CH:61]=2)=[O:58])[CH:51]=1.C(N(C(C)C)CC)(C)C. The catalyst is C1C=CC(/C=C/C(/C=C/C2C=CC=CC=2)=O)=CC=1.C1C=CC(/C=C/C(/C=C/C2C=CC=CC=2)=O)=CC=1.C1C=CC(/C=C/C(/C=C/C2C=CC=CC=2)=O)=CC=1.[Pd].[Pd].O1CCOCC1. The product is [CH:43]1([S:48][C:50]2[C:55](=[O:56])[NH:54][CH:53]=[C:52]([C:57]([NH:59][C:60]3[CH:65]=[C:64]([F:66])[C:63]([F:67])=[C:62]([F:68])[CH:61]=3)=[O:58])[CH:51]=2)[CH2:47][CH2:46][CH2:45][CH2:44]1. The yield is 0.640.